From a dataset of TCR-epitope binding with 47,182 pairs between 192 epitopes and 23,139 TCRs. Binary Classification. Given a T-cell receptor sequence (or CDR3 region) and an epitope sequence, predict whether binding occurs between them. (1) The epitope is YLQPRTFLL. The TCR CDR3 sequence is CAAQMTNTGELFF. Result: 1 (the TCR binds to the epitope). (2) The epitope is TEKSNIIRGW. The TCR CDR3 sequence is CSAPTSGGPNEQFF. Result: 0 (the TCR does not bind to the epitope).